From a dataset of PAMPA (Parallel Artificial Membrane Permeability Assay) permeability data from NCATS. Regression/Classification. Given a drug SMILES string, predict its absorption, distribution, metabolism, or excretion properties. Task type varies by dataset: regression for continuous measurements (e.g., permeability, clearance, half-life) or binary classification for categorical outcomes (e.g., BBB penetration, CYP inhibition). Dataset: pampa_ncats. (1) The compound is CC(C)(C)C(=O)N1CCN(CC1)C2=NC=CC(=N2)NC3=CC=CC=C3Cl. The result is 1 (high permeability). (2) The compound is C1=CC=C(C(=C1)C2=NC3=CC=CC=C3C(=N2)NCC4=CC(=CC=C4)F)C(F)(F)F. The result is 1 (high permeability). (3) The molecule is CCN(CC(C)O)C1=NN=C(C=C1)NNC(=O)OCC. The result is 1 (high permeability). (4) The drug is C1=CSC(=C1)C2=CC=NC3=NC(=NN23)CC4=CC=C(C=C4)F. The result is 1 (high permeability). (5) The drug is CN1C[C@@H]2C[C@H]1CN2C3=C(C=C4C(=C3)N(C=C(C4=O)C(=O)O)C5CC5)F. The result is 0 (low-to-moderate permeability). (6) The molecule is CCN1C(=NN=C1SCC2=CC=C(C=C2)C#N)C3=CC(=CC=C3)Cl. The result is 1 (high permeability).